From a dataset of Reaction yield outcomes from USPTO patents with 853,638 reactions. Predict the reaction yield, written as a fraction of the theoretical maximum amount of product (1.0 means a 100% yield; for example, 0.34 means a 34% yield). (1) The reactants are O1CCCCC1[O:7][CH2:8][C:9]([CH3:34])([CH3:33])[CH2:10][CH2:11][CH2:12][CH:13]([OH:32])[CH2:14][CH2:15][CH:16](O)[CH2:17][CH2:18][CH2:19][C:20]([CH3:30])([CH3:29])[CH2:21][O:22]C1CCCCO1.O.C1(C)C=CC(S(O)(=O)=O)=CC=1.O. The catalyst is C1(C)C=CC=CC=1. The product is [OH:7][CH2:8][C:9]([CH3:34])([CH3:33])[CH2:10][CH2:11][CH2:12][CH:13]1[O:32][CH:16]([CH2:17][CH2:18][CH2:19][C:20]([CH3:30])([CH3:29])[CH2:21][OH:22])[CH2:15][CH2:14]1. The yield is 0.350. (2) The reactants are [Br:1][C:2]1[CH:7]=[CH:6][C:5]([S:8]([N:11]2[CH2:15][CH2:14][CH2:13][CH:12]2[CH2:16][OH:17])(=[O:10])=[O:9])=[CH:4][CH:3]=1.N1C=CN=C1.[C:23]([Si:27](Cl)([CH3:29])[CH3:28])([CH3:26])([CH3:25])[CH3:24]. The catalyst is C(Cl)Cl. The product is [Br:1][C:2]1[CH:3]=[CH:4][C:5]([S:8]([N:11]2[CH2:15][CH2:14][CH2:13][CH:12]2[CH2:16][O:17][Si:27]([C:23]([CH3:26])([CH3:25])[CH3:24])([CH3:29])[CH3:28])(=[O:10])=[O:9])=[CH:6][CH:7]=1. The yield is 0.990. (3) The reactants are [Br:1][C:2]1[CH:7]=[CH:6][C:5]([OH:8])=[C:4]([Cl:9])[CH:3]=1.O.Cl[C:12]([F:17])([F:16])C([O-])=O.[Na+].C(=O)([O-])[O-].[Cs+].[Cs+]. The catalyst is CN(C=O)C. The product is [Br:1][C:2]1[CH:7]=[CH:6][C:5]([O:8][CH:12]([F:17])[F:16])=[C:4]([Cl:9])[CH:3]=1. The yield is 0.670. (4) The reactants are [C:1](=[O:4])([OH:3])[NH2:2].FC(F)(F)S([C:10]1([OH:30])[C:23]2[O:24][C@@H:20]3[C@@:21]45[CH2:25][CH2:26][N:27]([CH3:28])[C@@H:15]([C@@H:16]4[CH:17]=[CH:18][C@@H:19]3[OH:29])[CH2:14][C:13]([C:22]5=2)=[CH:12][CH2:11]1)(=O)=O.C(N(CC)CC)C.B.OC(C(O)(C)C)(C)C. The catalyst is ClCCCl. The product is [C:1](=[O:3])([OH:4])[NH2:2].[CH:12]1[C:13]2[CH2:14][C@H:15]3[N:27]([CH2:26][CH2:25][C@@:21]45[C@H:16]3[CH:17]=[CH:18][C@H:19]([OH:29])[C@@H:20]4[O:24][C:23]([C:22]=25)=[C:10]([OH:30])[CH:11]=1)[CH3:28]. The yield is 0.940.